This data is from Retrosynthesis with 50K atom-mapped reactions and 10 reaction types from USPTO. The task is: Predict the reactants needed to synthesize the given product. Given the product COc1cccc([C@@H]2O[C@@H](CC(=O)O)c3nnc(C(F)(F)Cl)n3-c3ccc(C(F)(F)F)cc32)c1OC, predict the reactants needed to synthesize it. The reactants are: CCOC(=O)C[C@@H]1O[C@@H](c2cccc(OC)c2OC)c2cc(C(F)(F)F)ccc2-n2c1nnc2C(F)(F)Cl.